From a dataset of Full USPTO retrosynthesis dataset with 1.9M reactions from patents (1976-2016). Predict the reactants needed to synthesize the given product. (1) Given the product [CH3:1][N:2]1[CH2:9][CH2:8][O:7][Si:6]([CH3:10])([CH2:20][CH2:19][CH2:18][N:13]([Si:12]([CH3:21])([CH3:22])[CH3:11])[Si:14]([CH3:17])([CH3:16])[CH3:15])[O:5][CH2:4][CH2:3]1, predict the reactants needed to synthesize it. The reactants are: [CH3:1][N:2]1[CH2:9][CH2:8][O:7][SiH:6]([CH3:10])[O:5][CH2:4][CH2:3]1.[CH3:11][Si:12]([CH3:22])([CH3:21])[N:13]([CH2:18][CH:19]=[CH2:20])[Si:14]([CH3:17])([CH3:16])[CH3:15]. (2) The reactants are: [CH3:1][C:2]1[C:3]([OH:11])=[C:4]([CH3:10])[C:5]([CH3:9])=[C:6]([CH:8]=1)[OH:7].B(F)(F)F.CCOCC.[CH:21]([C:23]1(O)[CH2:26][CH2:25][CH2:24]1)=[CH2:22]. Given the product [C:23]1(=[CH:21][CH2:22][C:8]2[C:6]([C:5]([CH3:9])=[C:4]([CH3:10])[C:3](=[O:11])[C:2]=2[CH3:1])=[O:7])[CH2:26][CH2:25][CH2:24]1, predict the reactants needed to synthesize it. (3) Given the product [NH2:1][C:2]1[C:10]([N+:11]([O-:13])=[O:12])=[CH:9][CH:8]=[CH:7][C:3]=1[C:4]([NH2:19])=[O:5], predict the reactants needed to synthesize it. The reactants are: [NH2:1][C:2]1[C:10]([N+:11]([O-:13])=[O:12])=[CH:9][CH:8]=[CH:7][C:3]=1[C:4](O)=[O:5].S(Cl)(Cl)=O.[OH-].[NH4+:19].O. (4) Given the product [F:1][C:2]1[CH:7]=[C:6]([CH3:10])[C:5]([OH:8])=[C:4]([CH:3]=1)[CH:9]=[O:25], predict the reactants needed to synthesize it. The reactants are: [F:1][C:2]1[CH:7]=[CH:6][C:5]([OH:8])=[C:4]([CH3:9])[CH:3]=1.[CH2:10]1N2CN3CN(C2)CN1C3.S(=O)(=O)(O)O.[OH2:25]. (5) Given the product [C:33]([OH:39])([C:35]([F:38])([F:37])[F:36])=[O:34].[NH2:5][CH2:9][CH:10]([CH2:26][C:27]1[CH:28]=[CH:29][CH:30]=[CH:31][CH:32]=1)[C:11]([NH:13][C:14]1[CH:19]=[CH:18][CH:17]=[C:16]([C:20]2[N:24]([CH3:25])[N:23]=[CH:22][CH:21]=2)[CH:15]=1)=[O:12], predict the reactants needed to synthesize it. The reactants are: CC([N:5]([CH2:9][CH:10]([CH2:26][C:27]1[CH:32]=[CH:31][CH:30]=[CH:29][CH:28]=1)[C:11]([NH:13][C:14]1[CH:19]=[CH:18][CH:17]=[C:16]([C:20]2[N:24]([CH3:25])[N:23]=[CH:22][CH:21]=2)[CH:15]=1)=[O:12])C(=O)[O-])(C)C.[C:33]([OH:39])([C:35]([F:38])([F:37])[F:36])=[O:34]. (6) The reactants are: [Br:1][C:2]1[C:3]([O:12][C:13]2[CH:18]=[CH:17][CH:16]=[C:15]([CH3:19])[C:14]=2[CH3:20])=[C:4]([CH:8]=[C:9]([CH3:11])[CH:10]=1)[C:5]([OH:7])=O.S(=O)(=O)(O)O. Given the product [Br:1][C:2]1[C:3]2[O:12][C:13]3[C:18](=[CH:17][CH:16]=[C:15]([CH3:19])[C:14]=3[CH3:20])[C:5](=[O:7])[C:4]=2[CH:8]=[C:9]([CH3:11])[CH:10]=1, predict the reactants needed to synthesize it. (7) Given the product [C:7]1([N:2]2[N:3]=[CH:4][CH:5]=[N:1]2)[CH:12]=[CH:11][CH:10]=[CH:9][CH:8]=1.[C:7]1([N:1]2[CH:5]=[CH:4][N:3]=[N:2]2)[CH:12]=[CH:11][CH:10]=[CH:9][CH:8]=1, predict the reactants needed to synthesize it. The reactants are: [NH:1]1[CH:5]=[CH:4][N:3]=[N:2]1.I[C:7]1[CH:12]=[CH:11][CH:10]=[CH:9][CH:8]=1. (8) Given the product [O:57]1[CH:58]=[CH:59][CH:60]=[C:56]1[C:52]1[O:53][C:54]([CH3:55])=[C:50]([CH2:49][O:48][C:47]2[CH:61]=[CH:62][C:44]([CH2:43][N:12]3[C:13]4[CH:1]=[CH:2][CH:3]=[C:4]([O:14][CH2:15][C:16]([CH3:21])([CH3:20])[C:17]([OH:19])=[O:18])[C:5]=4[C:6]4[C:11]3=[CH:10][CH:9]=[CH:8][CH:7]=4)=[CH:45][C:46]=2[O:63][CH3:64])[N:51]=1, predict the reactants needed to synthesize it. The reactants are: [CH:1]1[C:13]2[NH:12][C:11]3[C:6](=[CH:7][CH:8]=[CH:9][CH:10]=3)[C:5]=2[C:4]([O:14][CH2:15][C:16]([CH3:21])([CH3:20])[C:17]([OH:19])=[O:18])=[CH:3][CH:2]=1.C1C2NC3C(=CC=CC=3)C=2C(OC(C)(C)C(O)=O)=CC=1.Cl[CH2:43][C:44]1[CH:62]=[CH:61][C:47]([O:48][CH2:49][C:50]2[N:51]=[C:52]([C:56]3[O:57][CH:58]=[CH:59][CH:60]=3)[O:53][C:54]=2[CH3:55])=[C:46]([O:63][CH3:64])[CH:45]=1.ClCC1C=CC(OCC2N=C(C3C=CC=CC=3)OC=2C)=C(OC)C=1. (9) The reactants are: Br[C:2]1[CH:7]=[CH:6][C:5]([CH:8]([CH3:26])[C:9]([C:15]2[CH:25]=[CH:24][C:18]3[N:19]([CH3:23])[C:20](=[O:22])[O:21][C:17]=3[CH:16]=2)([OH:14])[C:10]([F:13])([F:12])[F:11])=[C:4]([Cl:27])[CH:3]=1.[F:28][C:29]1[CH:34]=[CH:33][C:32](B(O)O)=[CH:31][C:30]=1[C:38]([O:40][CH2:41][CH3:42])=[O:39]. Given the product [CH2:41]([O:40][C:38]([C:30]1[CH:31]=[C:32]([C:2]2[CH:7]=[CH:6][C:5]([CH:8]([CH3:26])[C:9]([OH:14])([C:15]3[CH:25]=[CH:24][C:18]4[N:19]([CH3:23])[C:20](=[O:22])[O:21][C:17]=4[CH:16]=3)[C:10]([F:11])([F:12])[F:13])=[C:4]([Cl:27])[CH:3]=2)[CH:33]=[CH:34][C:29]=1[F:28])=[O:39])[CH3:42], predict the reactants needed to synthesize it.